From a dataset of Reaction yield outcomes from USPTO patents with 853,638 reactions. Predict the reaction yield, written as a fraction of the theoretical maximum amount of product (1.0 means a 100% yield; for example, 0.34 means a 34% yield). (1) The reactants are [BH4-].[Na+].[F:3][C:4]1[CH:5]=[C:6]([CH:10]=[CH:11][C:12]=1[N+:13]([O-:15])=[O:14])[C:7](O)=[O:8].B(F)(F)F.CCOCC.Cl. The catalyst is C1COCC1. The product is [F:3][C:4]1[CH:5]=[C:6]([CH:10]=[CH:11][C:12]=1[N+:13]([O-:15])=[O:14])[CH2:7][OH:8]. The yield is 0.920. (2) The reactants are Br[C:2]1[CH:7]=[CH:6][C:5]([S:8][CH3:9])=[CH:4][CH:3]=1.[Li]CCCC.[B:15](OC(C)C)([O:20]C(C)C)[O:16]C(C)C.Cl. The catalyst is C1COCC1.O. The product is [CH3:9][S:8][C:5]1[CH:6]=[CH:7][C:2]([B:15]([OH:20])[OH:16])=[CH:3][CH:4]=1. The yield is 0.100. (3) The reactants are [Cl:1][C:2]1[C:10]2[N:9]=[C:8]3[NH:11][CH2:12][CH2:13][CH2:14][CH2:15][N:7]3[C:6]=2[C:5]([CH:16]([CH2:19][CH3:20])[CH2:17][CH3:18])=[CH:4][CH:3]=1.[Br:21][C:22]1[C:27]([CH3:28])=[CH:26][C:25]([Br:29])=[CH:24][N:23]=1.N1C=CC=CC=1C1C=CC=CN=1.C(=O)([O-])[O-].[Cs+].[Cs+]. The catalyst is CN1CCCC1=O.C(OCC)(=O)C.[Cu]I. The yield is 0.550. The product is [Br:29][C:25]1[CH:26]=[C:27]([CH3:28])[C:22]([N:11]2[C:8]3=[N:9][C:10]4[C:2]([Cl:1])=[CH:3][CH:4]=[C:5]([CH:16]([CH2:19][CH3:20])[CH2:17][CH3:18])[C:6]=4[N:7]3[CH2:15][CH2:14][CH2:13][CH2:12]2)=[N:23][CH:24]=1.[Br:21][C:22]1[N:23]=[CH:24][C:25]([N:11]2[C:8]3=[N:9][C:10]4[C:2]([Cl:1])=[CH:3][CH:4]=[C:5]([CH:16]([CH2:19][CH3:20])[CH2:17][CH3:18])[C:6]=4[N:7]3[CH2:15][CH2:14][CH2:13][CH2:12]2)=[CH:26][C:27]=1[CH3:28]. (4) The reactants are [C:1]([O:5][C:6](=[O:14])[C:7]([CH2:12][OH:13])([CH2:10][OH:11])[CH:8]=[CH2:9])([CH3:4])([CH3:3])[CH3:2].N1C=CC=CC=1.Cl[C:22](Cl)([O:24]C(=O)OC(Cl)(Cl)Cl)Cl.[Cl-].[NH4+]. The catalyst is ClCCl. The product is [C:1]([O:5][C:6]([C:7]1([CH:8]=[CH2:9])[CH2:12][O:13][C:22](=[O:24])[O:11][CH2:10]1)=[O:14])([CH3:4])([CH3:2])[CH3:3]. The yield is 0.890.